Dataset: Forward reaction prediction with 1.9M reactions from USPTO patents (1976-2016). Task: Predict the product of the given reaction. (1) The product is: [NH:12]1[C:13]2[C:18](=[CH:17][CH:16]=[CH:15][CH:14]=2)[C:10]([C:8](=[O:9])[CH:35]([C:36]2[CH:37]=[N:38][C:39]([O:42][CH3:43])=[CH:40][CH:41]=2)[NH:34][C:30]2[CH:31]=[N:32][CH:33]=[C:28]([O:27][CH3:26])[CH:29]=2)=[CH:11]1. Given the reactants C(N(CC)CC)C.[CH:8]([C:10]1[C:18]2[C:13](=[CH:14][CH:15]=[CH:16][CH:17]=2)[N:12](C(OC(C)(C)C)=O)[CH:11]=1)=[O:9].[CH3:26][O:27][C:28]1[CH:29]=[C:30]([N:34]=[CH:35][C:36]2[CH:37]=[N:38][C:39]([O:42][CH3:43])=[CH:40][CH:41]=2)[CH:31]=[N:32][CH:33]=1, predict the reaction product. (2) The product is: [F:32][CH:30]([F:31])[C:22]1[C:23]2[C:28](=[CH:27][CH:26]=[C:25]([F:29])[CH:24]=2)[N:20]([S:17]([C:15]2[CH:14]=[CH:13][C:12]([O:33][CH3:34])=[C:11]([N:8]3[CH2:9][CH2:10][NH:5][CH2:6][CH2:7]3)[CH:16]=2)(=[O:19])=[O:18])[CH:21]=1. Given the reactants ClC(Cl)(Cl)C([N:5]1[CH2:10][CH2:9][N:8]([C:11]2[CH:16]=[C:15]([S:17]([N:20]3[C:28]4[C:23](=[CH:24][C:25]([F:29])=[CH:26][CH:27]=4)[C:22]([CH:30]([F:32])[F:31])=[CH:21]3)(=[O:19])=[O:18])[CH:14]=[CH:13][C:12]=2[O:33][CH3:34])[CH2:7][CH2:6]1)=O.[OH-].[K+], predict the reaction product. (3) The product is: [Br:1][C:2]1[C:3](=[O:8])[N:4]([C:9]2[C:17]([CH3:16])=[CH:18][C:19]([N+:23]([O-:25])=[O:24])=[CH:11][C:10]=2[CH3:13])[CH:5]=[CH:6][CH:7]=1. Given the reactants [Br:1][C:2]1[C:3](=[O:8])[NH:4][CH:5]=[CH:6][CH:7]=1.[CH3:9][C:10]([CH3:13])([O-])[CH3:11].[K+].F[C:16]1C=C(C)[C:19]([N+:23]([O-:25])=[O:24])=[CH:18][C:17]=1C.O, predict the reaction product. (4) Given the reactants [F:1][C:2]([F:32])([F:31])[C:3]1[CH:8]=[CH:7][C:6]([C:9]2[C:10]([C:15]([NH:17][C:18]3[CH:27]=[C:26]4[C:21]([CH:22]=[C:23]([C:28]([OH:30])=O)[CH:24]=[N:25]4)=[CH:20][CH:19]=3)=[O:16])=[CH:11][CH:12]=[CH:13][CH:14]=2)=[CH:5][CH:4]=1.[CH2:33]([NH2:36])[CH2:34][CH3:35].Cl.CN(C)CCCN=C=NCC.ON1C2C=CC=CC=2N=N1.C(N(CC)CC)C, predict the reaction product. The product is: [CH2:33]([NH:36][C:28]([C:23]1[CH:24]=[N:25][C:26]2[C:21]([CH:22]=1)=[CH:20][CH:19]=[C:18]([NH:17][C:15]([C:10]1[C:9]([C:6]3[CH:7]=[CH:8][C:3]([C:2]([F:31])([F:32])[F:1])=[CH:4][CH:5]=3)=[CH:14][CH:13]=[CH:12][CH:11]=1)=[O:16])[CH:27]=2)=[O:30])[CH2:34][CH3:35]. (5) Given the reactants [B-](F)(F)(F)F.[B-](F)(F)(F)F.C1[N+]2(CCl)CC[N+]([F:21])(CC2)C1.[Br:22][C:23]1[C:24]([F:32])=[C:25]2[C:29](=[CH:30][CH:31]=1)[NH:28][N:27]=[CH:26]2, predict the reaction product. The product is: [Br:22][C:23]1[C:24]([F:32])=[C:25]2[C:29](=[CH:30][CH:31]=1)[NH:28][N:27]=[C:26]2[F:21].